From a dataset of Full USPTO retrosynthesis dataset with 1.9M reactions from patents (1976-2016). Predict the reactants needed to synthesize the given product. (1) Given the product [NH2:25][C:2]1[C:11]2[N:12]=[C:13]([OH:24])[N:14]([CH2:15][C:16]3[CH:21]=[CH:20][C:19]([O:22][CH3:23])=[CH:18][CH:17]=3)[C:10]=2[C:9]2[CH:8]=[CH:7][CH:6]=[CH:5][C:4]=2[N:3]=1, predict the reactants needed to synthesize it. The reactants are: Cl[C:2]1[C:11]2[N:12]=[C:13]([OH:24])[N:14]([CH2:15][C:16]3[CH:21]=[CH:20][C:19]([O:22][CH3:23])=[CH:18][CH:17]=3)[C:10]=2[C:9]2[CH:8]=[CH:7][CH:6]=[CH:5][C:4]=2[N:3]=1.[NH3:25]. (2) Given the product [Cl:17][C:18]1[CH:39]=[CH:38][C:21]([CH2:22][C:23]2[N:24]=[C:25]([O:34][CH2:35][CH2:36][CH3:37])[C:26]3[N:31]=[C:30]([C:45]4[CH:46]=[C:41]([NH2:40])[CH:42]=[CH:43][CH:44]=4)[O:29][C:27]=3[N:28]=2)=[CH:20][CH:19]=1, predict the reactants needed to synthesize it. The reactants are: O1C=CC=C1P(C1OC=CC=1)C1OC=CC=1.[Cl:17][C:18]1[CH:39]=[CH:38][C:21]([CH2:22][C:23]2[N:24]=[C:25]([O:34][CH2:35][CH2:36][CH3:37])[C:26]3[N:31]=[C:30](SC)[O:29][C:27]=3[N:28]=2)=[CH:20][CH:19]=1.[NH2:40][C:41]1[CH:42]=[C:43](B(O)O)[CH:44]=[CH:45][CH:46]=1.O.